The task is: Binary Classification. Given a miRNA mature sequence and a target amino acid sequence, predict their likelihood of interaction.. This data is from Experimentally validated miRNA-target interactions with 360,000+ pairs, plus equal number of negative samples. (1) The miRNA is mmu-miR-802-5p with sequence UCAGUAACAAAGAUUCAUCCUU. The protein sequence of the target gene is MILLTFSTGRRLDFVHHSGVFFLQTLLWILCATVCGTEQYFNVEVWLQKYGYLPPTDPRMSVLRSAETMQSALAAMQQFYGINMTGKVDRNTIDWMKKPRCGVPDQTRGSSKFHIRRKRYALTGQKWQHKHITYSIKNVTPKVGDPETRKAIRRAFDVWQNVTPLTFEEVPYSELENGKRDVDITIIFASGFHGDSSPFDGEGGFLAHAYFPGPGIGGDTHFDSDEPWTLGNPNHDGNDLFLVAVHELGHALGLEHSNDPTAIMAPFYQYMETDNFKLPNDDLQGIQKIYGPPDKIPPPT.... Result: 0 (no interaction). (2) The miRNA is hsa-miR-3667-3p with sequence ACCUUCCUCUCCAUGGGUCUUU. The protein sequence of the target gene is MERFVVTAPPARNRSKTALYVTPLDRVTEFGGELHEDGGKLFCTSCNVVLNHVRKSAISDHLKSKTHTKRKAEFEEQNVRKKQRPLTASLQCNSTAQTEKVSVIQDFVKMCLEANIPLEKADHPAVRAFLSRHVKNGGSIPKSDQLRRAYLPDGYENENQLLNSQDC. Result: 1 (interaction). (3) The miRNA is hsa-miR-320e with sequence AAAGCUGGGUUGAGAAGG. The protein sequence of the target gene is MASQLQVFSPPSVSSSAFCSAKKLKIEPSGWDVSGQSSNDKYYTHSKTLPATQGQASSSHQVANFNLPAYDQGLLLPAPAVEHIVVTAADSSGSAATATFQSSQTLTHRSNVSLLEPYQKCGLKRKSEEVESNGSVQIIEEHPPLMLQNRTVVGAAATTTTVTTKSSSSSGEGDYQLVQHEILCSMTNSYEVLEFLGRGTFGQVAKCWKRSTKEIVAIKILKNHPSYARQGQIEVSILSRLSSENADEYNFVRSYECFQHKNHTCLVFEMLEQNLYDFLKQNKFSPLPLKYIRPILQQVA.... Result: 0 (no interaction). (4) The miRNA is mmu-miR-378a-5p with sequence CUCCUGACUCCAGGUCCUGUGU. The protein sequence of the target gene is MLWFQGAIPAAIASAKRSGAVFVVFVAGDDEQSIQMAASWEDEKVTQASSNNFVAIKIDTKSEACLQFSQIYPVVCVPSSFFIGDSGIPLEVIAGSVSADELVTRIHKVQQMHSSKGEASVTNDNQSESSVSTPSASFEPDVCENPESKNTELCETPATSDIKSDTATGGECTGHDSHSQEPHGCSNQRPAEDLTVRVERLTKKLEERREEKRKEEAQREIKKEIERRKTGKEMLDYKRKQEEELTKRMLEERSREKAEDRAARERIKQQIALDRAERAARFAKTKEAEAAKAAALLTKQ.... Result: 0 (no interaction). (5) The miRNA is hsa-miR-301b-5p with sequence GCUCUGACGAGGUUGCACUACU. The protein sequence of the target gene is MAIFSVYVVNKAGGLIYQWDSYSPRAEAEKTFSYPLDLLLKLHDERVLVAFGQRDGIRVGHAVLAINGMDVNGKYTADGKEVLEYLGNPANYPVSIRFGRPRLTSNEKLMLASMFHSLFAIGSQLSPEQGSSGIEMLETDTFKLHCFQTLTGIKFVVLADPRQAGIDSLLRKIYEIYSDFALKNPFYSLEMPIRCELFDQNLKLALEVAEKAGTFGPGS. Result: 0 (no interaction). (6) Result: 1 (interaction). The miRNA is hsa-miR-25-3p with sequence CAUUGCACUUGUCUCGGUCUGA. The protein sequence of the target gene is MEMQSYYAKLLGELNEQRKRDFFCDCSIIVEGRIFKAHRNILFANSGYFRALLIHYIQDSGRHSTASLDIVTSDAFSIILDFLYSGKLDLCGENVIEVMSAASYLQMNDVVNFCKTYIRSSLDICRKMEKEAAVAAAVAAAAAAAAAAAAAAAHQVDSESPSSGREGTSCGTKSLVSSPAEGEKSVECLRESPCGDCGDCHPLELVVRDSLGGGSADSNLSTPPKRIEPKVEFDADEVEVDVGEQLQQYAAPLNLAHVEEALPSGQAVDLAYSNYHVKQFLEALLRNSAAPSKDDADHHF....